Dataset: Forward reaction prediction with 1.9M reactions from USPTO patents (1976-2016). Task: Predict the product of the given reaction. (1) Given the reactants C[Si](C)(C)[O-:3].[K+].[F:7][C:8]1[C:16](F)=[C:15]([CH3:18])[CH:14]=[C:13]([N+:19]([O-:21])=[O:20])[C:9]=1[C:10]([OH:12])=[O:11], predict the reaction product. The product is: [F:7][C:8]1[C:16]([OH:3])=[C:15]([CH3:18])[CH:14]=[C:13]([N+:19]([O-:21])=[O:20])[C:9]=1[C:10]([OH:12])=[O:11]. (2) Given the reactants [CH:1]1([C:5](Cl)=[O:6])[CH2:4][CH2:3][CH2:2]1.[C:8]1([C@H:14]2[NH:17][C:16](=[O:18])[C@@H:15]2[O:19][Si:20]([CH2:25][CH3:26])([CH2:23][CH3:24])[CH2:21][CH3:22])[CH:13]=[CH:12][CH:11]=[CH:10][CH:9]=1, predict the reaction product. The product is: [CH:1]1([C:5]([N:17]2[C@H:14]([C:8]3[CH:13]=[CH:12][CH:11]=[CH:10][CH:9]=3)[C@@H:15]([O:19][Si:20]([CH2:25][CH3:26])([CH2:23][CH3:24])[CH2:21][CH3:22])[C:16]2=[O:18])=[O:6])[CH2:4][CH2:3][CH2:2]1. (3) Given the reactants [Cl:1][C:2]1[CH:7]=[CH:6][C:5]([S:8]([C:11]2[C:19]3[C:14](=[CH:15][CH:16]=[C:17](C)[CH:18]=3)[N:13]([CH2:21][C:22]([O:24][CH2:25]C)=[O:23])[C:12]=2[CH3:27])(=[O:10])=[O:9])=[CH:4][CH:3]=1.[Cl:28]C1C=CC=C2C=1N(CC(OC)=O)C(C)=C2SC1C=CC(Cl)=CC=1, predict the reaction product. The product is: [Cl:28][C:15]1[CH:16]=[CH:17][CH:18]=[C:19]2[C:14]=1[N:13]([CH2:21][C:22]([O:24][CH3:25])=[O:23])[C:12]([CH3:27])=[C:11]2[S:8]([C:5]1[CH:4]=[CH:3][C:2]([Cl:1])=[CH:7][CH:6]=1)(=[O:10])=[O:9].